This data is from Full USPTO retrosynthesis dataset with 1.9M reactions from patents (1976-2016). The task is: Predict the reactants needed to synthesize the given product. (1) Given the product [OH:26][CH2:25][C@@H:23]([NH:22][C:3]([C:5]1[S:9][C:8]([CH2:10][CH2:11][C:12]2[C:13]([CH2:18][CH2:19][CH2:20][CH3:21])=[N:14][O:15][C:16]=2[CH3:17])=[N:7][CH:6]=1)=[O:4])[CH3:24], predict the reactants needed to synthesize it. The reactants are: CO[C:3]([C:5]1[S:9][C:8]([CH2:10][CH2:11][C:12]2[C:13]([CH2:18][CH2:19][CH2:20][CH3:21])=[N:14][O:15][C:16]=2[CH3:17])=[N:7][CH:6]=1)=[O:4].[NH2:22][C@H:23]([CH2:25][OH:26])[CH3:24]. (2) The reactants are: OC1CON(C([C:9]2[C:17]3[C:16](=[O:18])[N:15]([CH3:19])[C:14](=[O:20])[N:13]([CH:21]([CH3:23])[CH3:22])[C:12]=3[S:11][C:10]=2CC2C3C(=NC=CC=3)NC=2)=O)C1.[CH3:34][NH:35][C:36]1[NH:37][C:38]2[CH:44]=[CH:43][CH:42]=[CH:41][C:39]=2[N:40]=1.[C:45]([O:48][CH2:49]C)(=[O:47])[CH3:46]. Given the product [CH3:19][N:15]1[C:16](=[O:18])[C:17]2[C:46]([C:45]([O:48][CH3:49])=[O:47])=[C:10]([CH2:9][N:40]3[C:39]4[CH:41]=[CH:42][CH:43]=[CH:44][C:38]=4[N:37]=[C:36]3[NH:35][CH3:34])[S:11][C:12]=2[N:13]([CH:21]([CH3:22])[CH3:23])[C:14]1=[O:20], predict the reactants needed to synthesize it. (3) Given the product [ClH:69].[N:46]1[C:47]([NH:51][CH:3]([C:5]2[O:6][C:7](=[O:22])[C:8]3[C:13]([C:14]=2[C:15]2[CH2:16][CH2:17][N:18]([CH3:21])[CH2:19][CH:20]=2)=[CH:12][CH:11]=[CH:10][CH:9]=3)[CH3:4])=[C:48]2[C:43]([NH:42][CH:50]=[N:49]2)=[N:44][CH:45]=1, predict the reactants needed to synthesize it. The reactants are: Br.Br[CH:3]([C:5]1[O:6][C:7](=[O:22])[C:8]2[C:13]([C:14]=1[C:15]1[CH2:16][CH2:17][N:18]([CH3:21])[CH2:19][CH:20]=1)=[CH:12][CH:11]=[CH:10][CH:9]=2)[CH3:4].C([N:42]1[CH:50]=[N:49][C:48]2[C:43]1=[N:44][CH:45]=[N:46][C:47]=2[NH:51]C(=O)OC(C)(C)C)(C1C=CC=CC=1)(C1C=CC=CC=1)C1C=CC=CC=1.[H-].[Na+].C(O)(C(F)(F)F)=O.C(Cl)[Cl:69]. (4) Given the product [Cl:9][C:6]1[N:5]=[CH:4][C:3]([C:10]([N:12]2[CH2:13][CH2:14][CH:15]([C:18]3[CH:19]=[CH:20][C:21]([F:24])=[CH:22][CH:23]=3)[CH2:16][CH2:17]2)=[O:11])=[C:2]([NH:30][C:29]2[CH:31]=[CH:32][C:26]([Cl:25])=[CH:27][C:28]=2[CH3:33])[C:7]=1[CH3:8], predict the reactants needed to synthesize it. The reactants are: Cl[C:2]1[C:7]([CH3:8])=[C:6]([Cl:9])[N:5]=[CH:4][C:3]=1[C:10]([N:12]1[CH2:17][CH2:16][CH:15]([C:18]2[CH:23]=[CH:22][C:21]([F:24])=[CH:20][CH:19]=2)[CH2:14][CH2:13]1)=[O:11].[Cl:25][C:26]1[CH:32]=[CH:31][C:29]([NH2:30])=[C:28]([CH3:33])[CH:27]=1. (5) Given the product [NH:14]1[C:15]2[C:20](=[CH:19][CH:18]=[CH:17][CH:16]=2)[CH:12]=[C:13]1[NH2:32], predict the reactants needed to synthesize it. The reactants are: Cl.C(OC([C:12]1[C:20]2[C:15](=[CH:16][CH:17]=[C:18](OC3CCNC3)[CH:19]=2)[NH:14][C:13]=1C)=O)C1C=CC=CC=1.C(=O)C.C([BH3-])#[N:32].[Na+]. (6) Given the product [ClH:19].[F:1][C:2]([F:9])([F:8])[C:3]([CH3:7])([CH3:6])[C:4]([NH2:18])=[NH:5], predict the reactants needed to synthesize it. The reactants are: [F:1][C:2]([F:9])([F:8])[C:3]([CH3:7])([CH3:6])[C:4]#[N:5].C[O-].[Na+].[Na].C(O)(=O)C.[NH4+:18].[Cl-:19]. (7) Given the product [CH2:1]([O:10][C@@H:11]1[C@H:15]([OH:16])[C@@H:14]([CH2:17][OH:18])[O:13][C@H:12]1[N:19]1[C:28]2[N:27]=[CH:26][N:25]=[C:23]([NH:24][C:29](=[O:36])[C:30]3[CH:35]=[CH:34][CH:33]=[CH:32][CH:31]=3)[C:22]=2[N:21]=[CH:20]1)[CH2:2][CH2:3][CH2:4][CH2:5][CH2:6][CH2:7][CH2:8][CH3:9], predict the reactants needed to synthesize it. The reactants are: [CH2:1]([O:10][C@@H:11]1[C@H:15]([OH:16])[C@@H:14]([CH2:17][OH:18])[O:13][C@H:12]1[N:19]1[C:28]2[N:27]=[CH:26][N:25]=[C:23]([NH2:24])[C:22]=2[N:21]=[CH:20]1)[CH2:2][CH2:3][CH2:4][CH2:5][CH2:6][CH2:7][CH2:8][CH3:9].[C:29](Cl)(=[O:36])[C:30]1[CH:35]=[CH:34][CH:33]=[CH:32][CH:31]=1.